This data is from Reaction yield outcomes from USPTO patents with 853,638 reactions. The task is: Predict the reaction yield, written as a fraction of the theoretical maximum amount of product (1.0 means a 100% yield; for example, 0.34 means a 34% yield). (1) The reactants are [Cl:1][C:2]1[CH:11]=[CH:10][CH:9]=[C:8]2[C:3]=1[CH:4](I)[CH2:5][CH2:6][O:7]2.[B:13]1([B:13]2[O:17][C:16]([CH3:19])([CH3:18])[C:15]([CH3:21])([CH3:20])[O:14]2)[O:17][C:16]([CH3:19])([CH3:18])[C:15]([CH3:21])([CH3:20])[O:14]1.C([O-])(=O)C.[K+]. The catalyst is CN(C=O)C.C1C=CC(P(C2C=CC=CC=2)[C-]2C=CC=C2)=CC=1.C1C=CC(P(C2C=CC=CC=2)[C-]2C=CC=C2)=CC=1.Cl[Pd]Cl.[Fe+2]. The product is [Cl:1][C:2]1[C:11]([B:13]2[O:17][C:16]([CH3:19])([CH3:18])[C:15]([CH3:21])([CH3:20])[O:14]2)=[CH:10][CH:9]=[C:8]2[C:3]=1[CH2:4][CH2:5][CH2:6][O:7]2. The yield is 0.200. (2) The reactants are Br[C:2]1[CH:3]=[C:4]2[C:10]([NH2:11])=[N:9][NH:8][C:5]2=[N:6][CH:7]=1.[C:12]([C:14]1[N:19]=[C:18]([C:20]([NH:22][C@H:23]([C:25]2[CH:30]=[CH:29][C:28]([F:31])=[C:27]([F:32])[CH:26]=2)[CH3:24])=[O:21])[C:17]([NH:33][C@@H:34]([C:36]2[CH:41]=[CH:40][C:39](B3OC(C)(C)C(C)(C)O3)=[CH:38][CH:37]=2)[CH3:35])=[N:16][CH:15]=1)#[N:13].[O-]P([O-])([O-])=O.[K+].[K+].[K+]. The catalyst is O.O1CCOCC1.C1C=CC([P]([Pd]([P](C2C=CC=CC=2)(C2C=CC=CC=2)C2C=CC=CC=2)([P](C2C=CC=CC=2)(C2C=CC=CC=2)C2C=CC=CC=2)[P](C2C=CC=CC=2)(C2C=CC=CC=2)C2C=CC=CC=2)(C2C=CC=CC=2)C2C=CC=CC=2)=CC=1. The product is [NH2:11][C:10]1[C:4]2[C:5](=[N:6][CH:7]=[C:2]([C:39]3[CH:38]=[CH:37][C:36]([C@H:34]([NH:33][C:17]4[C:18]([C:20]([NH:22][C@H:23]([C:25]5[CH:30]=[CH:29][C:28]([F:31])=[C:27]([F:32])[CH:26]=5)[CH3:24])=[O:21])=[N:19][C:14]([C:12]#[N:13])=[CH:15][N:16]=4)[CH3:35])=[CH:41][CH:40]=3)[CH:3]=2)[NH:8][N:9]=1. The yield is 0.530. (3) The reactants are [CH2:1]([O:3][C:4](=[N:6][OH:7])[CH3:5])[CH3:2].C(O[K])(C)(C)C.[CH2:14]([O:21][C:22](=[O:30])[C:23]1[CH:28]=[CH:27][CH:26]=[CH:25][C:24]=1F)[C:15]1[CH:20]=[CH:19][CH:18]=[CH:17][CH:16]=1. The catalyst is CN(C=O)C.O. The product is [CH2:1]([O:3][C:4](=[N:6][O:7][C:24]1[CH:25]=[CH:26][CH:27]=[CH:28][C:23]=1[C:22]([O:21][CH2:14][C:15]1[CH:16]=[CH:17][CH:18]=[CH:19][CH:20]=1)=[O:30])[CH3:5])[CH3:2]. The yield is 0.640. (4) The yield is 0.840. The product is [CH2:4]=[C:3]1[CH2:8][CH2:9][CH:10]([C:13]([O:15][CH2:16][CH3:17])=[O:14])[CH2:1][CH2:2]1. The reactants are [CH2:1]([Li])[CH2:2][CH2:3][CH3:4].O=C1CC[CH:10]([C:13]([O:15][CH2:16][CH3:17])=[O:14])[CH2:9][CH2:8]1. The catalyst is [Br-].C[P+](C1C=CC=CC=1)(C1C=CC=CC=1)C1C=CC=CC=1.C1COCC1.